Task: Predict the reactants needed to synthesize the given product.. Dataset: Full USPTO retrosynthesis dataset with 1.9M reactions from patents (1976-2016) Given the product [C:19]([O:18][C:16]([NH:15][C@@H:9]([CH2:8][C:5]1[CH:4]=[CH:3][C:2]([NH:1][C:26]2[C:28]3[C:31](=[CH:29][N:25]=[CH:26][CH:28]=3)[CH:31]=[CH:29][N:25]=2)=[CH:7][CH:6]=1)[C:10]([O:12][CH2:13][CH3:14])=[O:11])=[O:17])([CH3:21])([CH3:20])[CH3:22], predict the reactants needed to synthesize it. The reactants are: [NH2:1][C:2]1[CH:7]=[CH:6][C:5]([CH2:8][C@H:9]([NH:15][C:16]([O:18][C:19]([CH3:22])([CH3:21])[CH3:20])=[O:17])[C:10]([O:12][CH2:13][CH3:14])=[O:11])=[CH:4][CH:3]=1.CC[N:25]([CH:29]([CH3:31])C)[CH:26]([CH3:28])C.CO.C(Cl)Cl.